The task is: Predict the reactants needed to synthesize the given product.. This data is from Full USPTO retrosynthesis dataset with 1.9M reactions from patents (1976-2016). (1) The reactants are: [Si]([O:18][CH:19]([C:21]1[CH:25]=[N:24][N:23]([CH2:26][C@@H:27]2[C@H:30]([NH:31][C:32](=[O:34])[O-:33])[C:29](=[O:35])[NH:28]2)[N:22]=1)[CH3:20])(C(C)(C)C)(C1C=CC=CC=1)C1C=CC=CC=1.[CH3:36][CH2:37][CH2:38]C[N+](CCCC)(CCCC)CCCC.[F-].[CH2:54]1[CH2:58]O[CH2:56][CH2:55]1. Given the product [CH2:56]([O:33][C:32](=[O:34])[NH:31][C@@H:30]1[C:29](=[O:35])[NH:28][C@@H:27]1[CH2:26][N:23]1[N:22]=[C:21]([CH:19]([OH:18])[CH3:20])[CH:25]=[N:24]1)[C:55]1[CH:38]=[CH:37][CH:36]=[CH:58][CH:54]=1, predict the reactants needed to synthesize it. (2) Given the product [C:35]([C:2]1[CH:3]=[C:4]2[C:9](=[CH:10][CH:11]=1)[CH:8]=[C:7]([S:12]([N:15]1[CH2:16][CH2:17][N:18]([C:21](=[O:34])[C:22]3[CH:27]=[CH:26][C:25]([C:28]4[CH:29]=[CH:30][N:31]=[CH:32][CH:33]=4)=[CH:24][CH:23]=3)[CH2:19][CH2:20]1)(=[O:13])=[O:14])[CH:6]=[CH:5]2)#[CH:36], predict the reactants needed to synthesize it. The reactants are: Br[C:2]1[CH:3]=[C:4]2[C:9](=[CH:10][CH:11]=1)[CH:8]=[C:7]([S:12]([N:15]1[CH2:20][CH2:19][N:18]([C:21](=[O:34])[C:22]3[CH:27]=[CH:26][C:25]([C:28]4[CH:33]=[CH:32][N:31]=[CH:30][CH:29]=4)=[CH:24][CH:23]=3)[CH2:17][CH2:16]1)(=[O:14])=[O:13])[CH:6]=[CH:5]2.[C:35]1(P(C2C=CC=CC=2)C2C=CC=CC=2)C=CC=C[CH:36]=1.C(=O)([O-])[O-].[K+].[K+]. (3) Given the product [C:1]1(=[O:8])[O:6][C:4]([CH3:5])=[C:3]([CH2:7][Br:9])[O:2]1, predict the reactants needed to synthesize it. The reactants are: [C:1]1(=[O:8])[O:6][C:4]([CH3:5])=[C:3]([CH3:7])[O:2]1.[Br:9]N1C(=O)CCC1=O. (4) Given the product [O:1]=[S:2]1(=[O:28])[C:7]2[CH:8]=[CH:9][CH:10]=[CH:11][C:6]=2[NH:5][C:4]([C:12]2[C:17](=[O:18])[N:16]([NH:19][CH2:14][CH2:13][CH:12]([CH3:17])[CH3:4])[C:15]3[CH:24]=[CH:25][S:26][C:14]=3[C:13]=2[OH:27])=[N:3]1, predict the reactants needed to synthesize it. The reactants are: [O:1]=[S:2]1(=[O:28])[C:7]2[CH:8]=[CH:9][CH:10]=[CH:11][C:6]=2[NH:5][C:4]([C:12]2[C:17](=[O:18])[N:16]([N:19]=CC(C)C)[C:15]3[CH:24]=[CH:25][S:26][C:14]=3[C:13]=2[OH:27])=[N:3]1.CO.[BH4-].[Li+].Cl. (5) Given the product [NH2:1][C:4]1[CH:34]=[CH:33][CH:32]=[CH:31][C:5]=1[C:6]([NH:8][C:9]1[CH:30]=[CH:29][C:12]2[N:13]([CH:16]([C:23]3[CH:24]=[CH:25][CH:26]=[CH:27][CH:28]=3)[CH2:17][C:18]([O:20][CH2:21][CH3:22])=[O:19])[CH:14]=[N:15][C:11]=2[CH:10]=1)=[O:7], predict the reactants needed to synthesize it. The reactants are: [N+:1]([C:4]1[CH:34]=[CH:33][CH:32]=[CH:31][C:5]=1[C:6]([NH:8][C:9]1[CH:30]=[CH:29][C:12]2[N:13]([CH:16]([C:23]3[CH:28]=[CH:27][CH:26]=[CH:25][CH:24]=3)[CH2:17][C:18]([O:20][CH2:21][CH3:22])=[O:19])[CH:14]=[N:15][C:11]=2[CH:10]=1)=[O:7])([O-])=O.C([O-])=O.[NH4+].